Task: Predict the product of the given reaction.. Dataset: Forward reaction prediction with 1.9M reactions from USPTO patents (1976-2016) (1) Given the reactants [OH-].[Na+].[N:3]1([C:8]2[CH:31]=[CH:30][C:11]3[N:12]([C:15]4[CH:16]=[C:17]([NH:26]C(=O)C)[CH:18]=[C:19]([N:21]5[CH:25]=[CH:24][CH:23]=[CH:22]5)[CH:20]=4)[CH:13]=[N:14][C:10]=3[CH:9]=2)[CH:7]=[CH:6][CH:5]=[N:4]1, predict the reaction product. The product is: [N:3]1([C:8]2[CH:31]=[CH:30][C:11]3[N:12]([C:15]4[CH:16]=[C:17]([CH:18]=[C:19]([N:21]5[CH:25]=[CH:24][CH:23]=[CH:22]5)[CH:20]=4)[NH2:26])[CH:13]=[N:14][C:10]=3[CH:9]=2)[CH:7]=[CH:6][CH:5]=[N:4]1. (2) Given the reactants [NH2:1][C:2]1[C:3]([C:35](OC)=[O:36])=[N:4][C:5]([C:18]2[CH:23]=[CH:22][CH:21]=[C:20]([O:24][Si](C(C)C)(C(C)C)C(C)C)[CH:19]=2)=[N:6][C:7]=1[NH:8][CH:9]1[C:17]2[C:12](=CC=C[CH:16]=2)CC1.[NH2:39]C1C(C(OC)=O)=NC(Cl)=NC=1NCC(C)C.C([Si](C(C)C)(C(C)C)[O:60][C:61]1C=CC=C([Sn](C)(C)C)C=1)(C)C, predict the reaction product. The product is: [OH:24][C:20]1[CH:19]=[C:18]([C:5]2[N:6]=[C:7]3[C:2]([NH:1][C:61](=[O:60])[N:8]3[CH2:9][CH:17]([CH3:12])[CH3:16])=[C:3]([C:35]([NH2:39])=[O:36])[N:4]=2)[CH:23]=[CH:22][CH:21]=1. (3) Given the reactants Br[C:2]1[CH:11]=[C:10]2[C:5]([C:6]([NH:14][C:15]3[CH:20]=[CH:19][C:18]([S:21][C:22]4[N:23]([CH3:27])[CH:24]=[CH:25][N:26]=4)=[C:17]([Cl:28])[CH:16]=3)=[C:7]([C:12]#[N:13])[CH:8]=[N:9]2)=[CH:4][CH:3]=1.C([Sn](CCCC)(CCCC)/[CH:34]=[CH:35]/[CH2:36][CH2:37][OH:38])CCC, predict the reaction product. The product is: [Cl:28][C:17]1[CH:16]=[C:15]([NH:14][C:6]2[C:5]3[C:10](=[CH:11][C:2](/[CH:34]=[CH:35]/[CH2:36][CH2:37][OH:38])=[CH:3][CH:4]=3)[N:9]=[CH:8][C:7]=2[C:12]#[N:13])[CH:20]=[CH:19][C:18]=1[S:21][C:22]1[N:23]([CH3:27])[CH:24]=[CH:25][N:26]=1. (4) Given the reactants [Cl:1][C:2]1[N:7]=[C:6](Cl)[C:5]([N+:9]([O-:11])=[O:10])=[CH:4][N:3]=1.C(N(C(C)C)CC)(C)C.[Cl:21][C:22]1[CH:29]=[CH:28][C:27]([Cl:30])=[CH:26][C:23]=1[CH2:24][NH2:25].O, predict the reaction product. The product is: [Cl:21][C:22]1[CH:29]=[CH:28][C:27]([Cl:30])=[CH:26][C:23]=1[CH2:24][NH:25][C:6]1[C:5]([N+:9]([O-:11])=[O:10])=[CH:4][N:3]=[C:2]([Cl:1])[N:7]=1.